From a dataset of Reaction yield outcomes from USPTO patents with 853,638 reactions. Predict the reaction yield, written as a fraction of the theoretical maximum amount of product (1.0 means a 100% yield; for example, 0.34 means a 34% yield). (1) The reactants are CC1C=CC(S(OCC2CC3C=C(F)C=C(C4C=CC=CC=4C(F)(F)F)C=3O2)(=O)=O)=CC=1.[N-]=[N+]=[N-].[Na+].N(CC1CC2C=C(Cl)C=C(C3C=CSC=3)C=2O1)=[N+]=[N-].[N:56]([CH2:59][CH:60]1[CH2:64][C:63]2[CH:65]=[C:66]([F:79])[CH:67]=[C:68]([C:69]3[CH:74]=[CH:73][CH:72]=[CH:71][C:70]=3[C:75]([F:78])([F:77])[F:76])[C:62]=2[O:61]1)=[N+]=[N-].[N-]=[N+]=[N-].C1(P(C2C=CC=CC=2)C2C=CC=CC=2)C=CC=CC=1. No catalyst specified. The product is [F:79][C:66]1[CH:67]=[C:68]([C:69]2[CH:74]=[CH:73][CH:72]=[CH:71][C:70]=2[C:75]([F:78])([F:76])[F:77])[C:62]2[O:61][CH:60]([CH2:59][NH2:56])[CH2:64][C:63]=2[CH:65]=1. The yield is 0.890. (2) The reactants are C(N(CC)CC)C.[C:8]([N:15]1[CH2:21][CH2:20][CH2:19][NH:18][CH2:17][CH2:16]1)([O:10][C:11]([CH3:14])([CH3:13])[CH3:12])=[O:9].[Br:22][C:23]1[CH:28]=[CH:27][C:26]([S:29](Cl)(=[O:31])=[O:30])=[CH:25][C:24]=1[CH3:33]. The catalyst is C(Cl)Cl.CCOC(C)=O. The product is [Br:22][C:23]1[CH:28]=[CH:27][C:26]([S:29]([N:18]2[CH2:19][CH2:20][CH2:21][N:15]([C:8]([O:10][C:11]([CH3:14])([CH3:13])[CH3:12])=[O:9])[CH2:16][CH2:17]2)(=[O:31])=[O:30])=[CH:25][C:24]=1[CH3:33]. The yield is 0.950. (3) The reactants are [NH2:1][C:2]1([CH3:24])[CH2:7][CH2:6][CH2:5][N:4]([C:8]2[C:13]([Br:14])=[CH:12][N:11]=[C:10]3[NH:15][CH:16]=[C:17]([NH:18][C:19](=[O:23])[CH2:20][O:21][CH3:22])[C:9]=23)[CH2:3]1.[ClH:25]. The catalyst is CO.O1CCOCC1. The product is [ClH:25].[NH2:1][C:2]1([CH3:24])[CH2:7][CH2:6][CH2:5][N:4]([C:8]2[C:13]([Br:14])=[CH:12][N:11]=[C:10]3[NH:15][CH:16]=[C:17]([NH:18][C:19](=[O:23])[CH2:20][O:21][CH3:22])[C:9]=23)[CH2:3]1. The yield is 0.550. (4) The reactants are Br[CH:2]([C:9](=[O:14])[C:10]([CH3:13])([CH3:12])[CH3:11])[C:3](=O)[C:4]([CH3:7])([CH3:6])[CH3:5].[NH2:15][C:16]([NH2:18])=[S:17].C(=O)([O-])O.[Na+]. The catalyst is C(O)C. The product is [NH2:18][C:16]1[S:17][C:2]([C:9](=[O:14])[C:10]([CH3:13])([CH3:12])[CH3:11])=[C:3]([C:4]([CH3:7])([CH3:6])[CH3:5])[N:15]=1. The yield is 0.945. (5) The reactants are [CH3:1][O:2][C:3]1[CH:4]=[CH:5][C:6]([CH2:9][OH:10])=[CH:7][CH:8]=1.[H-].[Na+].[CH:13]([C:16]1[C:17]([Cl:24])=[N:18][C:19](Cl)=[N:20][C:21]=1Cl)([CH3:15])[CH3:14]. The catalyst is CN(C=O)C. The product is [Cl:24][C:17]1[C:16]([CH:13]([CH3:15])[CH3:14])=[C:21]([O:10][CH2:9][C:6]2[CH:7]=[CH:8][C:3]([O:2][CH3:1])=[CH:4][CH:5]=2)[N:20]=[C:19]([O:10][CH2:9][C:6]2[CH:5]=[CH:4][C:3]([O:2][CH3:1])=[CH:8][CH:7]=2)[N:18]=1. The yield is 0.790.